From a dataset of Full USPTO retrosynthesis dataset with 1.9M reactions from patents (1976-2016). Predict the reactants needed to synthesize the given product. Given the product [CH3:1][O:2][C:3]1[CH:8]=[CH:7][C:6]([C:17]2[CH:18]=[C:19]3[C:23]4=[C:24]([CH2:26][S:27][CH2:28][CH2:29][N:22]4[C@H:21]4[CH2:30][CH2:31][NH:32][CH2:33][C@@H:20]34)[CH:25]=2)=[C:5]([C:12]([F:15])([F:14])[F:13])[CH:4]=1, predict the reactants needed to synthesize it. The reactants are: [CH3:1][O:2][C:3]1[CH:8]=[CH:7][C:6](B(O)O)=[C:5]([C:12]([F:15])([F:14])[F:13])[CH:4]=1.Br[C:17]1[CH:18]=[C:19]2[C:23]3=[C:24]([CH2:26][S:27][CH2:28][CH2:29][N:22]3[C@H:21]3[CH2:30][CH2:31][N:32](C(OC(C)(C)C)=O)[CH2:33][C@@H:20]23)[CH:25]=1.